From a dataset of Catalyst prediction with 721,799 reactions and 888 catalyst types from USPTO. Predict which catalyst facilitates the given reaction. (1) Reactant: [CH3:1][C:2]1[C:6]([C:7]2[CH:8]=[C:9](B3OC(C)(C)C(C)(C)O3)[C:10]3[NH:14][C:13](=[O:15])[NH:12][C:11]=3[CH:16]=2)=[C:5]([CH3:26])[O:4][N:3]=1.Cl[C:28]1[C:37]2[C:32](=[CH:33][CH:34]=[CH:35][CH:36]=2)[N:31]=[N:30][C:29]=1[C:38]([O:40]C)=[O:39].N1(C2CCCCCCCCCC2)CCCN=CCCCCC1. Product: [CH3:1][C:2]1[C:6]([C:7]2[CH:8]=[C:9]([C:28]3[C:37]4[C:32](=[CH:33][CH:34]=[CH:35][CH:36]=4)[N:31]=[N:30][C:29]=3[C:38]([OH:40])=[O:39])[C:10]3[NH:14][C:13](=[O:15])[NH:12][C:11]=3[CH:16]=2)=[C:5]([CH3:26])[O:4][N:3]=1. The catalyst class is: 58. (2) Reactant: [Br:1][C:2]1[CH:7]=[C:6]([CH3:8])[CH:5]=[C:4]([Br:9])[C:3]=1[Br:10].C1C(=O)N([Br:18])C(=O)C1. Product: [Br:1][C:2]1[CH:7]=[C:6]([CH2:8][Br:18])[CH:5]=[C:4]([Br:9])[C:3]=1[Br:10]. The catalyst class is: 53. (3) Reactant: Cl[C:2]([O:4][CH2:5][CH3:6])=[O:3].[F:7][C:8]([F:18])([F:17])[O:9][C:10]1[CH:16]=[CH:15][CH:14]=[CH:13][C:11]=1[NH2:12].C(=O)([O-])[O-].[Na+].[Na+].O1CCOCC1. Product: [F:7][C:8]([F:17])([F:18])[O:9][C:10]1[CH:16]=[CH:15][CH:14]=[CH:13][C:11]=1[NH:12][C:2](=[O:3])[O:4][CH2:5][CH3:6]. The catalyst class is: 6. (4) Reactant: [OH:1][C:2]1[C:3]([N+:19]([O-:21])=[O:20])=[C:4]([C:9]([C:13]2[N:17]=[C:16]([CH3:18])[O:15][N:14]=2)=[CH:10][C:11]=1[OH:12])[C:5]([O:7][CH3:8])=[O:6].[CH2:22]([N:24]([CH2:28][CH3:29])[C:25](Cl)=[O:26])[CH3:23].N1C=CC=CC=1.Cl. Product: [CH2:22]([N:24]([CH2:28][CH3:29])[C:25]([O:12][C:11]1[CH:10]=[C:9]([C:13]2[N:17]=[C:16]([CH3:18])[O:15][N:14]=2)[C:4]([C:5]([O:7][CH3:8])=[O:6])=[C:3]([N+:19]([O-:21])=[O:20])[C:2]=1[OH:1])=[O:26])[CH3:23]. The catalyst class is: 768.